Task: Regression. Given a peptide amino acid sequence and an MHC pseudo amino acid sequence, predict their binding affinity value. This is MHC class I binding data.. Dataset: Peptide-MHC class I binding affinity with 185,985 pairs from IEDB/IMGT The peptide sequence is LRQGYRPV. The MHC is Mamu-B03 with pseudo-sequence Mamu-B03. The binding affinity (normalized) is 0.330.